Dataset: Full USPTO retrosynthesis dataset with 1.9M reactions from patents (1976-2016). Task: Predict the reactants needed to synthesize the given product. (1) Given the product [CH3:1][O:2][C:3]1[CH:4]=[C:5]([NH:15][C:16]2[N:21]=[C:20]([CH:22]([C:31]3[CH:36]=[CH:35][CH:34]=[CH:33][CH:32]=3)[OH:23])[CH:19]=[C:18]([CH2:24][O:25][CH2:26][C:27]([F:29])([F:30])[F:28])[N:17]=2)[CH:6]=[CH:7][C:8]=1[N:9]1[CH:13]=[C:12]([CH3:14])[N:11]=[CH:10]1, predict the reactants needed to synthesize it. The reactants are: [CH3:1][O:2][C:3]1[CH:4]=[C:5]([NH:15][C:16]2[N:21]=[C:20]([CH:22]=[O:23])[CH:19]=[C:18]([CH2:24][O:25][CH2:26][C:27]([F:30])([F:29])[F:28])[N:17]=2)[CH:6]=[CH:7][C:8]=1[N:9]1[CH:13]=[C:12]([CH3:14])[N:11]=[CH:10]1.[C:31]1([Mg]Br)[CH:36]=[CH:35][CH:34]=[CH:33][CH:32]=1.CO.[Cl-].[NH4+]. (2) Given the product [Br-:1].[CH2:2]([N+:4]1[C:13]2[C:8](=[CH:9][CH:10]=[CH:11][CH:12]=2)[C:7](/[CH:14]=[CH:35]/[C:31]2[CH:32]=[CH:33][C:34]3[N:22]([CH2:21][CH2:20][O:19][CH2:18][CH2:17][O:16][CH3:15])[C:23]4[C:28]([C:29]=3[CH:30]=2)=[CH:27][CH:26]=[CH:25][CH:24]=4)=[CH:6][CH:5]=1)[CH3:3], predict the reactants needed to synthesize it. The reactants are: [Br-:1].[CH2:2]([N+:4]1[C:13]2[C:8](=[CH:9][CH:10]=[CH:11][CH:12]=2)[C:7]([CH3:14])=[CH:6][CH:5]=1)[CH3:3].[CH3:15][O:16][CH2:17][CH2:18][O:19][CH2:20][CH2:21][N:22]1[C:34]2[CH:33]=[CH:32][C:31]([CH:35]=O)=[CH:30][C:29]=2[C:28]2[C:23]1=[CH:24][CH:25]=[CH:26][CH:27]=2.N1CCCCC1. (3) Given the product [CH3:20][C:21]([NH:25][C:7](=[O:9])[C:6]1[CH:10]=[C:11]([CH2:14][C:2]([F:19])([F:18])[F:1])[CH:12]=[CH:13][C:5]=1[NH:4][CH2:3][C:2]([F:1])([F:19])[F:18])([C:23]#[CH:24])[CH3:22], predict the reactants needed to synthesize it. The reactants are: [F:1][C:2]([F:19])([F:18])[CH2:3][NH:4][C:5]1[CH:13]=[CH:12][C:11]([C:14](F)(F)F)=[CH:10][C:6]=1[C:7]([OH:9])=O.[CH3:20][C:21]([NH2:25])([C:23]#[CH:24])[CH3:22].CCN=C=NCCCN(C)C.C1C=CC2N(O)N=NC=2C=1. (4) Given the product [C:24]([O:23][C:21](=[O:22])[NH:6][CH2:5][C:4]1[CH:7]=[CH:8][C:9]([N+:11]([O-:13])=[O:12])=[CH:10][C:3]=1[CH3:2])([CH3:27])([CH3:26])[CH3:25], predict the reactants needed to synthesize it. The reactants are: B.[CH3:2][C:3]1[CH:10]=[C:9]([N+:11]([O-:13])=[O:12])[CH:8]=[CH:7][C:4]=1[C:5]#[N:6].COB(OC)OC.[C:21](O[C:21]([O:23][C:24]([CH3:27])([CH3:26])[CH3:25])=[O:22])([O:23][C:24]([CH3:27])([CH3:26])[CH3:25])=[O:22]. (5) Given the product [Cl:23][C:24]1[C:25]([CH3:33])=[C:26]([CH:30]=[CH:31][CH:32]=1)[C:27]([NH:9][NH2:17])=[O:28], predict the reactants needed to synthesize it. The reactants are: CN(C(O[N:9]1[N:17]=NC2C=CC=CC1=2)=[N+](C)C)C.[B-](F)(F)(F)F.[Cl:23][C:24]1[C:25]([CH3:33])=[C:26]([CH:30]=[CH:31][CH:32]=1)[C:27](O)=[O:28].CCN(C(C)C)C(C)C.NN.C1COCC1. (6) Given the product [CH2:20]1[CH:19]([C:18]#[C:17][C@:12]2([C:13]([F:15])([F:14])[F:16])[O:4][C:1](=[O:2])[NH:29][C:23]3[CH:24]=[CH:25][C:26]([Cl:28])=[CH:27][C:22]2=3)[CH2:21]1, predict the reactants needed to synthesize it. The reactants are: [C:1]([O-:4])([O-])=[O:2].[Na+].[Na+].S(O[C@:12]([C:22]1[CH:27]=[C:26]([Cl:28])[CH:25]=[CH:24][C:23]=1[NH2:29])([C:17]#[C:18][CH:19]1[CH2:21][CH2:20]1)[C:13]([F:16])([F:15])[F:14])(=O)(=O)C.CS([O-])(=O)=O.O=C(Cl)OC(Cl)(Cl)Cl.